This data is from Full USPTO retrosynthesis dataset with 1.9M reactions from patents (1976-2016). The task is: Predict the reactants needed to synthesize the given product. Given the product [CH3:28][O:27][C:23]1[CH:22]=[C:21]2[C:26](=[CH:25][CH:24]=1)[C:17]([O:16][C:13]1[CH:12]=[CH:11][C:10]([CH:9]=[C:5]([CH:6]([CH3:8])[CH3:7])[C:4]([OH:36])=[O:3])=[CH:15][CH:14]=1)=[C:18]([C:30]1[CH:31]=[CH:32][CH:33]=[CH:34][CH:35]=1)[C:19]([CH3:29])=[CH:20]2, predict the reactants needed to synthesize it. The reactants are: C([O:3][C:4](=[O:36])[C:5](=[CH:9][C:10]1[CH:15]=[CH:14][C:13]([O:16][C:17]2[C:26]3[C:21](=[CH:22][C:23]([O:27][CH3:28])=[CH:24][CH:25]=3)[CH:20]=[C:19]([CH3:29])[C:18]=2[C:30]2[CH:35]=[CH:34][CH:33]=[CH:32][CH:31]=2)=[CH:12][CH:11]=1)[CH:6]([CH3:8])[CH3:7])C.CS(OC(C)CC1C=CC=C(OC)C=1)(=O)=O.